Predict the reaction yield, written as a fraction of the theoretical maximum amount of product (1.0 means a 100% yield; for example, 0.34 means a 34% yield). From a dataset of Reaction yield outcomes from USPTO patents with 853,638 reactions. The reactants are C(O)(=O)/C=C\C(O)=O.C(O)(=O)/C=C\C(O)=O.[NH2:17][C:18]1[N:23]=[CH:22][N:21]=[C:20]2[N:24]([C@H:48]3[CH2:53][CH2:52][C@H:51]([N:54]4[CH2:59][CH2:58][N:57]([CH3:60])[CH2:56][CH2:55]4)[CH2:50][CH2:49]3)[N:25]=[C:26]([C:27]3[CH:32]=[CH:31][C:30]([NH:33][C:34]([C:36]4[N:37]([CH3:45])[C:38]5[C:43]([CH:44]=4)=[CH:42][CH:41]=[CH:40][CH:39]=5)=[O:35])=[C:29]([O:46][CH3:47])[CH:28]=3)[C:19]=12.[OH-].[Na+]. The catalyst is ClCCl. The product is [NH2:17][C:18]1[N:23]=[CH:22][N:21]=[C:20]2[N:24]([C@H:48]3[CH2:49][CH2:50][C@H:51]([N:54]4[CH2:59][CH2:58][N:57]([CH3:60])[CH2:56][CH2:55]4)[CH2:52][CH2:53]3)[N:25]=[C:26]([C:27]3[CH:32]=[CH:31][C:30]([NH:33][C:34]([C:36]4[N:37]([CH3:45])[C:38]5[C:43]([CH:44]=4)=[CH:42][CH:41]=[CH:40][CH:39]=5)=[O:35])=[C:29]([O:46][CH3:47])[CH:28]=3)[C:19]=12. The yield is 0.500.